Dataset: Full USPTO retrosynthesis dataset with 1.9M reactions from patents (1976-2016). Task: Predict the reactants needed to synthesize the given product. (1) Given the product [O:8]1[C:7]2[CH:9]=[CH:10][CH:11]=[CH:12][C:6]=2[O:5][CH2:4][CH:3]1[CH2:2][N:13]1[CH2:18][CH2:17][CH2:16][CH:15]([C:19]2[CH:20]=[CH:21][C:22]([OH:25])=[CH:23][CH:24]=2)[CH2:14]1, predict the reactants needed to synthesize it. The reactants are: Br[CH2:2][CH:3]1[O:8][C:7]2[CH:9]=[CH:10][CH:11]=[CH:12][C:6]=2[O:5][CH2:4]1.[NH:13]1[CH2:18][CH2:17][CH2:16][CH:15]([C:19]2[CH:24]=[CH:23][C:22]([OH:25])=[CH:21][CH:20]=2)[CH2:14]1.Br. (2) Given the product [CH2:6]([O:13][C:14]1[CH:19]=[CH:18][C:17]([B:44]2[O:45][C:46]([CH3:48])([CH3:47])[C:42]([CH3:58])([CH3:41])[O:43]2)=[CH:16][C:15]=1[CH2:21][C@H:22]([NH:33][C:34]([O:36][C:37]([CH3:40])([CH3:39])[CH3:38])=[O:35])[C:23]([O:25][CH2:26][C:27]1[CH:32]=[CH:31][CH:30]=[CH:29][CH:28]=1)=[O:24])[C:7]1[CH:12]=[CH:11][CH:10]=[CH:9][CH:8]=1, predict the reactants needed to synthesize it. The reactants are: C([O-])(=O)C.[K+].[CH2:6]([O:13][C:14]1[CH:19]=[CH:18][C:17](I)=[CH:16][C:15]=1[CH2:21][C@H:22]([NH:33][C:34]([O:36][C:37]([CH3:40])([CH3:39])[CH3:38])=[O:35])[C:23]([O:25][CH2:26][C:27]1[CH:32]=[CH:31][CH:30]=[CH:29][CH:28]=1)=[O:24])[C:7]1[CH:12]=[CH:11][CH:10]=[CH:9][CH:8]=1.[CH3:41][C:42]1([CH3:58])[C:46]([CH3:48])([CH3:47])[O:45][B:44]([B:44]2[O:45][C:46]([CH3:48])([CH3:47])[C:42]([CH3:58])([CH3:41])[O:43]2)[O:43]1.